Dataset: Full USPTO retrosynthesis dataset with 1.9M reactions from patents (1976-2016). Task: Predict the reactants needed to synthesize the given product. (1) The reactants are: CS(O[CH2:6][C:7]1[O:11][N:10]=[C:9]([C:12]2[C:13]([C:42](=[O:46])[NH:43][CH2:44][CH3:45])=[N:14][O:15][C:16]=2[C:17]2[CH:22]=[C:21]([CH:23]([CH3:25])[CH3:24])[C:20]([O:26][CH2:27][C:28]3[CH:33]=[CH:32][CH:31]=[CH:30][CH:29]=3)=[CH:19][C:18]=2[O:34][CH2:35][C:36]2[CH:41]=[CH:40][CH:39]=[CH:38][CH:37]=2)[N:8]=1)(=O)=O.[NH:47]1[CH2:51][CH2:50][CH2:49][CH2:48]1. Given the product [CH2:35]([O:34][C:18]1[CH:19]=[C:20]([O:26][CH2:27][C:28]2[CH:29]=[CH:30][CH:31]=[CH:32][CH:33]=2)[C:21]([CH:23]([CH3:24])[CH3:25])=[CH:22][C:17]=1[C:16]1[O:15][N:14]=[C:13]([C:42]([NH:43][CH2:44][CH3:45])=[O:46])[C:12]=1[C:9]1[N:8]=[C:7]([CH2:6][N:47]2[CH2:51][CH2:50][CH2:49][CH2:48]2)[O:11][N:10]=1)[C:36]1[CH:41]=[CH:40][CH:39]=[CH:38][CH:37]=1, predict the reactants needed to synthesize it. (2) The reactants are: [NH2:1][N:2]1[N:11]=[C:10]([N:12]2[CH2:17][CH2:16][O:15][CH2:14][CH2:13]2)[C:9]2[C:4](=[CH:5][CH:6]=[CH:7][CH:8]=2)[C:3]1=[O:18].[F:19][C:20]1[CH:25]=[CH:24][C:23]([F:26])=[CH:22][C:21]=1[CH2:27][C:28](O)=[O:29]. Given the product [F:19][C:20]1[CH:25]=[CH:24][C:23]([F:26])=[CH:22][C:21]=1[CH2:27][C:28]([NH:1][N:2]1[N:11]=[C:10]([N:12]2[CH2:17][CH2:16][O:15][CH2:14][CH2:13]2)[C:9]2[C:4](=[CH:5][CH:6]=[CH:7][CH:8]=2)[C:3]1=[O:18])=[O:29], predict the reactants needed to synthesize it.